Predict the reactants needed to synthesize the given product. From a dataset of Full USPTO retrosynthesis dataset with 1.9M reactions from patents (1976-2016). Given the product [Cl-:20].[CH3:7][O:8][C:9]1[CH:16]=[CH:15][CH:14]=[CH:13][C:10]=1[CH:11]=[N+:1]1[CH2:6][CH2:5][CH2:4][CH2:3][CH2:2]1, predict the reactants needed to synthesize it. The reactants are: [NH:1]1[CH2:6][CH2:5][CH2:4][CH2:3][CH2:2]1.[CH3:7][O:8][C:9]1[CH:16]=[CH:15][CH:14]=[CH:13][C:10]=1[CH:11]=O.C([Cl:20])(=O)C.